This data is from Reaction yield outcomes from USPTO patents with 853,638 reactions. The task is: Predict the reaction yield, written as a fraction of the theoretical maximum amount of product (1.0 means a 100% yield; for example, 0.34 means a 34% yield). (1) The reactants are C(OC(=O)[NH:7][CH:8]([CH2:13][C:14]1[CH:19]=[CH:18][C:17]([N+:20]([O-:22])=[O:21])=[CH:16][CH:15]=1)[C:9](=O)[CH2:10][Br:11])(C)(C)C.[C:24](=[S:32])([NH2:31])[C:25]1[CH:30]=[CH:29][CH:28]=[CH:27][CH:26]=1.C(OCC)C. The catalyst is CC#N. The product is [BrH:11].[N+:20]([C:17]1[CH:16]=[CH:15][C:14]([CH2:13][C@@H:8]([C:9]2[N:31]=[C:24]([C:25]3[CH:30]=[CH:29][CH:28]=[CH:27][CH:26]=3)[S:32][CH:10]=2)[NH2:7])=[CH:19][CH:18]=1)([O-:22])=[O:21]. The yield is 0.630. (2) The reactants are [F:1][C:2]([F:12])([F:11])[O:3][C:4]1[CH:9]=[CH:8][CH:7]=[CH:6][C:5]=1[OH:10].C(N(CC)CC)C.[Mg+2].[Cl-].[Cl-].[CH2:23]=[O:24].O=P12OP3(OP(OP(O3)(O1)=O)(=O)O2)=O. The catalyst is C(#N)C. The product is [OH:10][C:5]1[C:4]([O:3][C:2]([F:11])([F:12])[F:1])=[CH:9][CH:8]=[CH:7][C:6]=1[CH:23]=[O:24]. The yield is 0.410. (3) The product is [NH2:16][S:2]([C:5]1[CH:6]=[C:7]2[C:11](=[CH:12][CH:13]=1)[NH:10][C:9](=[O:14])[CH2:8]2)(=[O:4])=[O:3]. The reactants are Cl[S:2]([C:5]1[CH:6]=[C:7]2[C:11](=[CH:12][CH:13]=1)[NH:10][C:9](=[O:14])[CH2:8]2)(=[O:4])=[O:3].[OH-].[NH4+:16]. The yield is 0.200. The catalyst is C(O)C. (4) The reactants are [CH3:1][C:2]1[S:3][C:4]([CH3:10])=[C:5]([C:7]([OH:9])=O)[N:6]=1.S(Cl)(Cl)=O.[NH2:15][C:16]1[CH:17]=[C:18]([CH:35]=[CH:36][C:37]=1[CH3:38])[O:19][C:20]1[CH:21]=[CH:22][C:23]2[N:24]([N:26]=[C:27]([NH:29][C:30]([CH:32]3[CH2:34][CH2:33]3)=[O:31])[N:28]=2)[CH:25]=1. The catalyst is O1CCCC1.CN(C)C=O.C(=O)([O-])O.[Na+]. The product is [CH:32]1([C:30]([NH:29][C:27]2[N:28]=[C:23]3[CH:22]=[CH:21][C:20]([O:19][C:18]4[CH:35]=[CH:36][C:37]([CH3:38])=[C:16]([NH:15][C:7]([C:5]5[N:6]=[C:2]([CH3:1])[S:3][C:4]=5[CH3:10])=[O:9])[CH:17]=4)=[CH:25][N:24]3[N:26]=2)=[O:31])[CH2:33][CH2:34]1. The yield is 0.870. (5) The reactants are [CH3:1][O:2][C:3](=[O:23])[C@H:4]([NH:15][C:16]([O:18][C:19]([CH3:22])([CH3:21])[CH3:20])=[O:17])[C:5]1[CH:10]=[CH:9][C:8]([O:11][CH2:12][CH2:13][OH:14])=[CH:7][CH:6]=1.[CH3:24][S:25](Cl)(=[O:27])=[O:26]. The catalyst is N1C=CC=CC=1. The product is [CH3:1][O:2][C:3](=[O:23])[C@H:4]([NH:15][C:16]([O:18][C:19]([CH3:20])([CH3:22])[CH3:21])=[O:17])[C:5]1[CH:6]=[CH:7][C:8]([O:11][CH2:12][CH2:13][O:14][S:25]([CH3:24])(=[O:27])=[O:26])=[CH:9][CH:10]=1. The yield is 0.500. (6) The reactants are [C:1]([O:5][C:6](=[O:23])[N:7]([CH:9]([CH3:22])[CH2:10][C:11]1[CH:21]=[CH:20][C:14]2[O:15][CH:16]([CH2:18][NH2:19])[O:17][C:13]=2[CH:12]=1)[CH3:8])([CH3:4])([CH3:3])[CH3:2].C(N(CC)C(C)C)(C)C.Cl[C:34]([O:36][CH2:37][C:38]1[CH:43]=[CH:42][CH:41]=[CH:40][CH:39]=1)=[O:35]. The catalyst is ClCCl.CN(C)C1C=CN=CC=1. The product is [C:1]([O:5][C:6](=[O:23])[N:7]([CH:9]([CH3:22])[CH2:10][C:11]1[CH:21]=[CH:20][C:14]2[O:15][CH:16]([CH2:18][NH:19][C:34]([O:36][CH2:37][C:38]3[CH:43]=[CH:42][CH:41]=[CH:40][CH:39]=3)=[O:35])[O:17][C:13]=2[CH:12]=1)[CH3:8])([CH3:4])([CH3:2])[CH3:3]. The yield is 0.940. (7) The reactants are [Br:1][C:2]1[CH:9]=[CH:8][CH:7]=[C:6]([N:10]2[N:19]=[CH:18][C:17]3[C:12](=[C:13]([F:24])[CH:14]=[C:15]([C:20]([CH3:23])([CH3:22])[CH3:21])[CH:16]=3)[C:11]2=[O:25])[C:3]=1[CH:4]=[O:5].[BH4-].[Na+].O. The catalyst is C(Cl)Cl.CC(O)C. The product is [Br:1][C:2]1[C:3]([CH2:4][OH:5])=[C:6]([N:10]2[N:19]=[CH:18][C:17]3[C:12](=[C:13]([F:24])[CH:14]=[C:15]([C:20]([CH3:23])([CH3:21])[CH3:22])[CH:16]=3)[C:11]2=[O:25])[CH:7]=[CH:8][CH:9]=1. The yield is 0.840.